From a dataset of Reaction yield outcomes from USPTO patents with 853,638 reactions. Predict the reaction yield, written as a fraction of the theoretical maximum amount of product (1.0 means a 100% yield; for example, 0.34 means a 34% yield). (1) The reactants are [I:1][C:2]1[CH:3]=[C:4]([CH:8]=[CH:9][CH:10]=1)[C:5](O)=[O:6].CC[N:13](C(C)C)C(C)C.C1C=CC2N(O)N=NC=2C=1.CCN=C=NCCCN(C)C.Cl.C(=O)([O-])[O-].[NH4+].[NH4+]. The catalyst is CC#N.O. The product is [I:1][C:2]1[CH:3]=[C:4]([CH:8]=[CH:9][CH:10]=1)[C:5]([NH2:13])=[O:6]. The yield is 0.830. (2) The reactants are [NH2:1][C@@H:2]1[C:14]2[C:6](=[CH:7][C:8]3[O:12][CH2:11][O:10][C:9]=3[CH:13]=2)[C@@H:5]([C:15]2[CH:20]=[C:19]([O:21][CH3:22])[C:18]([OH:23])=[C:17]([O:24][CH3:25])[CH:16]=2)[C@H:4]2[C:26](=[O:29])[O:27][CH2:28][C@H:3]12.C([BH3-])#N.[Na+].C(O)(C(F)(F)F)=O.[F:41][C:42]([F:85])([C@H:46]1[C@H:51]([O:52][CH2:53][C:54]2[CH:59]=[CH:58][CH:57]=[CH:56][CH:55]=2)[C@@H:50]([O:60][CH2:61][C:62]2[CH:67]=[CH:66][CH:65]=[CH:64][CH:63]=2)[C@H:49]([O:68][CH2:69][C:70]2[CH:75]=[CH:74][CH:73]=[CH:72][CH:71]=2)[C@@H:48]([CH2:76][O:77][CH2:78][C:79]2[CH:84]=[CH:83][CH:82]=[CH:81][CH:80]=2)[O:47]1)[CH:43](O)O. The catalyst is C(Cl)Cl. The product is [F:85][C:42]([F:41])([C@H:46]1[C@H:51]([O:52][CH2:53][C:54]2[CH:55]=[CH:56][CH:57]=[CH:58][CH:59]=2)[C@@H:50]([O:60][CH2:61][C:62]2[CH:67]=[CH:66][CH:65]=[CH:64][CH:63]=2)[C@H:49]([O:68][CH2:69][C:70]2[CH:71]=[CH:72][CH:73]=[CH:74][CH:75]=2)[C@@H:48]([CH2:76][O:77][CH2:78][C:79]2[CH:80]=[CH:81][CH:82]=[CH:83][CH:84]=2)[O:47]1)[CH2:43][NH:1][C@@H:2]1[C:14]2[C:6](=[CH:7][C:8]3[O:12][CH2:11][O:10][C:9]=3[CH:13]=2)[C@@H:5]([C:15]2[CH:16]=[C:17]([O:24][CH3:25])[C:18]([OH:23])=[C:19]([O:21][CH3:22])[CH:20]=2)[C@H:4]2[C:26](=[O:29])[O:27][CH2:28][C@H:3]12. The yield is 0.500. (3) The reactants are [C:1]([N:4]1[CH2:9][CH2:8][N:7]([CH2:10][CH2:11][O:12][C:13]2[CH:22]=[C:21]3[C:16]([C:17](Cl)=[N:18][CH:19]=[N:20]3)=[C:15]([O:24][CH:25]3[CH2:30][CH2:29][O:28][CH2:27][CH2:26]3)[CH:14]=2)[CH2:6][CH2:5]1)(=[O:3])[CH3:2].[NH2:31][C:32]1[CH:37]=[CH:36][N:35]=[C:34]2[O:38][CH2:39][O:40][C:33]=12. The catalyst is N.C(Cl)Cl. The product is [C:1]([N:4]1[CH2:9][CH2:8][N:7]([CH2:10][CH2:11][O:12][C:13]2[CH:22]=[C:21]3[C:16]([C:17]([NH:31][C:32]4[CH:37]=[CH:36][N:35]=[C:34]5[O:38][CH2:39][O:40][C:33]=45)=[N:18][CH:19]=[N:20]3)=[C:15]([O:24][CH:25]3[CH2:30][CH2:29][O:28][CH2:27][CH2:26]3)[CH:14]=2)[CH2:6][CH2:5]1)(=[O:3])[CH3:2]. The yield is 0.530. (4) The reactants are Cl.[S:2]1[C:6]2[CH:7]=[CH:8][CH:9]=[CH:10][C:5]=2[C:4]([N:11]2[CH2:16][CH2:15][N:14]([CH2:17][CH2:18][C:19]3[CH:24]=[CH:23][C:22]([NH2:25])=[C:21]([CH3:26])[CH:20]=3)[CH2:13][CH2:12]2)=[N:3]1.[CH3:27][C:28]([CH3:33])=[CH:29][C:30](Cl)=[O:31]. No catalyst specified. The product is [S:2]1[C:6]2[CH:7]=[CH:8][CH:9]=[CH:10][C:5]=2[C:4]([N:11]2[CH2:12][CH2:13][N:14]([CH2:17][CH2:18][C:19]3[CH:24]=[CH:23][C:22]([NH:25][C:30](=[O:31])[CH:29]=[C:28]([CH3:33])[CH3:27])=[C:21]([CH3:26])[CH:20]=3)[CH2:15][CH2:16]2)=[N:3]1. The yield is 0.750.